The task is: Binary Classification. Given a miRNA mature sequence and a target amino acid sequence, predict their likelihood of interaction.. This data is from Experimentally validated miRNA-target interactions with 360,000+ pairs, plus equal number of negative samples. The miRNA is hsa-miR-1296-5p with sequence UUAGGGCCCUGGCUCCAUCUCC. The protein sequence of the target gene is MSATIEREFEELDAQCRWQPLYLEIRNESHDYPHRVAKFPENRNRNRYRDVSPYDHSRVKLQSTENDYINASLVDIEEAQRSYILTQGPLPNTCCHFWLMVWQQKTKAVVMLNRTVEKESVKCAQYWPTDDREMVFKETGFSVKLLSEDVKSYYTVHLLQLENINTGETRTISHFHYTTWPDFGVPESPASFLNFLFKVRESGCLTPDHGPAVIHCSAGIGRSGTFSLVDTCLVLMEKGEDVNVKQLLLNMRKYRMGLIQTPDQLRFSYMAIIEGAKYTKGDSNIQKRWKELSKEDLSPI.... Result: 0 (no interaction).